Dataset: Reaction yield outcomes from USPTO patents with 853,638 reactions. Task: Predict the reaction yield, written as a fraction of the theoretical maximum amount of product (1.0 means a 100% yield; for example, 0.34 means a 34% yield). (1) The reactants are [Br:1][C:2]1[CH:3]=[CH:4][C:5]([O:11][CH3:12])=[C:6](B(O)O)[CH:7]=1.[Cl:13][C:14]1[CH:15]=[C:16](I)[CH:17]=[CH:18][CH:19]=1. No catalyst specified. The product is [Br:1][C:2]1[CH:3]=[CH:4][C:5]([O:11][CH3:12])=[C:6]([C:18]2[CH:17]=[CH:16][CH:15]=[C:14]([Cl:13])[CH:19]=2)[CH:7]=1. The yield is 0.990. (2) The reactants are [Cl-].O[NH3+:3].[C:4](=[O:7])([O-])[OH:5].[Na+].CS(C)=O.[OH:13][CH:14]([C:16]1[CH:21]=[CH:20][C:19]([N:22]2[C:27](=[O:28])[C:26]([CH2:29][C:30]3[CH:35]=[CH:34][C:33]([C:36]4[C:37]([C:42]#[N:43])=[CH:38][CH:39]=[CH:40][CH:41]=4)=[CH:32][CH:31]=3)=[C:25]([CH2:44][CH2:45][CH3:46])[N:24]=[C:23]2[CH3:47])=[CH:18][CH:17]=1)[CH3:15]. The catalyst is O.C(OCC)(=O)C. The product is [OH:13][CH:14]([C:16]1[CH:21]=[CH:20][C:19]([N:22]2[C:27](=[O:28])[C:26]([CH2:29][C:30]3[CH:35]=[CH:34][C:33]([C:36]4[CH:41]=[CH:40][CH:39]=[CH:38][C:37]=4[C:42]4[NH:3][C:4](=[O:7])[O:5][N:43]=4)=[CH:32][CH:31]=3)=[C:25]([CH2:44][CH2:45][CH3:46])[N:24]=[C:23]2[CH3:47])=[CH:18][CH:17]=1)[CH3:15]. The yield is 0.230. (3) The reactants are [NH2:1][CH2:2][CH2:3][CH2:4][C:5]([OH:7])=[O:6].C([O-])([O-])=O.[Na+].[Na+].[CH3:14][C:15]([O:18][C:19](O[C:19]([O:18][C:15]([CH3:17])([CH3:16])[CH3:14])=[O:20])=[O:20])([CH3:17])[CH3:16]. The catalyst is O.C1COCC1. The yield is 0.900. The product is [C:15]([O:18][C:19]([NH:1][CH2:2][CH2:3][CH2:4][C:5]([OH:7])=[O:6])=[O:20])([CH3:17])([CH3:16])[CH3:14]. (4) The reactants are [Na:1].N1C(N)=C2C(N(C([C@@H]([C@H](CO)OCP(O)(O)=O)O)=O)C=N2)=NC=1.[N:25]1([C:34]([C@@H:36]([C@H:38]([CH2:51][OH:52])[O:39][CH2:40][P:41]([O:47]C(C)C)([O:43]C(C)C)=[O:42])[OH:37])=[O:35])[CH:33]=[C:31]([CH3:32])[C:29](=[O:30])[NH:28][C:26]1=[O:27]. No catalyst specified. The product is [Na:1].[N:25]1([C:34]([C@@H:36]([C@H:38]([CH2:51][OH:52])[O:39][CH2:40][P:41]([OH:43])([OH:47])=[O:42])[OH:37])=[O:35])[CH:33]=[C:31]([CH3:32])[C:29](=[O:30])[NH:28][C:26]1=[O:27]. The yield is 0.420. (5) The reactants are [Br:1][C:2]1[CH:3]=[C:4]([CH:9]([C:12]2[C:17]([CH:18]([CH3:20])[CH3:19])=[C:16]([O:21][CH3:22])[N:15]=[C:14]([O:23][CH3:24])[N:13]=2)C#N)[CH:5]=[C:6]([CH3:8])[CH:7]=1.[H-].[Na+].CN(C=[O:31])C. No catalyst specified. The product is [Br:1][C:2]1[CH:3]=[C:4]([C:9]([C:12]2[C:17]([CH:18]([CH3:20])[CH3:19])=[C:16]([O:21][CH3:22])[N:15]=[C:14]([O:23][CH3:24])[N:13]=2)=[O:31])[CH:5]=[C:6]([CH3:8])[CH:7]=1. The yield is 0.890. (6) The reactants are O[C:2]1[CH:7]=[CH:6][N:5]2[N:8]=[CH:9][C:10]([C:11]([O:13][CH2:14][CH3:15])=[O:12])=[C:4]2[N:3]=1.F[P-](F)(F)(F)(F)F.N1(O[P+](N(C)C)(N(C)C)N(C)C)C2C=CC=CC=2N=N1.CCN(C(C)C)C(C)C.Cl.Cl.[F:54][C:55]1[CH:56]=[C:57]([C@H:62]2[CH2:66][CH2:65][CH2:64][NH:63]2)[C:58]([CH3:61])=[N:59][CH:60]=1. The catalyst is CN(C=O)C. The product is [F:54][C:55]1[CH:56]=[C:57]([C@H:62]2[CH2:66][CH2:65][CH2:64][N:63]2[C:2]2[CH:7]=[CH:6][N:5]3[N:8]=[CH:9][C:10]([C:11]([O:13][CH2:14][CH3:15])=[O:12])=[C:4]3[N:3]=2)[C:58]([CH3:61])=[N:59][CH:60]=1. The yield is 0.720. (7) The yield is 1.00. The reactants are CC(C)(C)[C@H](NC(=O)[C@@H](NC)C)C(N1[C@H](C(=O)N[C@H]2C3C(=CC=CC=3)CCC2)CC2C(=CC=C(NC(=O)C3C=CC(C(N[C@H]4C[C@@H](C(=O)N[C@H]5C6C(=CC=CC=6)CCC5)N(C(=O)[C@@H](NC(=O)[C@@H](NC)C)C(C)(C)C)C4)=O)=CC=3)C=2)C1)=O.[NH2:82][C@@H:83]1[CH2:87][N:86]([C:88](=[O:108])[C@@H:89]([NH:94][C:95](=[O:107])[C@@H:96]([N:98]([CH3:106])[C:99](=[O:105])[O:100][C:101]([CH3:104])([CH3:103])[CH3:102])[CH3:97])[C:90]([CH3:93])([CH3:92])[CH3:91])[C@H:85]([C:109](=[O:121])[NH:110][C@H:111]2[C:120]3[C:115](=[CH:116][CH:117]=[CH:118][CH:119]=3)[CH2:114][CH2:113][CH2:112]2)[CH2:84]1.[N+:122]([C:125]1[CH:133]=[CH:132][C:128]([C:129](O)=[O:130])=[CH:127][CH:126]=1)([O-:124])=[O:123]. The product is [CH3:91][C:90]([CH3:92])([CH3:93])[C@H:89]([NH:94][C:95](=[O:107])[C@@H:96]([N:98]([CH3:106])[C:99](=[O:105])[O:100][C:101]([CH3:102])([CH3:103])[CH3:104])[CH3:97])[C:88]([N:86]1[CH2:87][C@@H:83]([NH:82][C:129](=[O:130])[C:128]2[CH:127]=[CH:126][C:125]([N+:122]([O-:124])=[O:123])=[CH:133][CH:132]=2)[CH2:84][C@H:85]1[C:109](=[O:121])[NH:110][C@H:111]1[C:120]2[C:115](=[CH:116][CH:117]=[CH:118][CH:119]=2)[CH2:114][CH2:113][CH2:112]1)=[O:108]. No catalyst specified. (8) The product is [ClH:16].[CH3:1][S:2]([C:5]1[CH:6]=[CH:7][C:8]([CH2:11][NH2:12])=[N:9][CH:10]=1)(=[O:4])=[O:3]. The catalyst is [Pd].O. The reactants are [CH3:1][S:2]([C:5]1[CH:6]=[CH:7][C:8]([C:11]#[N:12])=[N:9][CH:10]=1)(=[O:4])=[O:3].C(O)C.[ClH:16]. The yield is 0.840. (9) The reactants are Br[C:2]1[CH:3]=[CH:4][C:5]2[N:6]([CH2:15][CH2:16][O:17][CH2:18][CH2:19][O:20][CH3:21])[C:7]3[C:12]([C:13]=2[CH:14]=1)=[CH:11][CH:10]=[CH:9][CH:8]=3.[Li]CCCC.C1C=CC(S(N(S(C2C=CC=CC=2)(=O)=O)[F:37])(=O)=O)=CC=1. The catalyst is C1COCC1. The product is [F:37][C:2]1[CH:3]=[CH:4][C:5]2[N:6]([CH2:15][CH2:16][O:17][CH2:18][CH2:19][O:20][CH3:21])[C:7]3[C:12]([C:13]=2[CH:14]=1)=[CH:11][CH:10]=[CH:9][CH:8]=3. The yield is 0.750. (10) The reactants are [C:1]([C:3]1[CH:8]=[CH:7][C:6]([CH2:9][CH2:10][CH:11]([CH2:23][OH:24])[CH2:12][C:13]2[CH:22]=[CH:21][C:16]([C:17]([O:19][CH3:20])=[O:18])=[CH:15][CH:14]=2)=[CH:5][CH:4]=1)#[N:2].[Cr](Cl)([O-])(=O)=O.[NH+]1C=CC=CC=1. The catalyst is ClCCl. The product is [C:1]([C:3]1[CH:4]=[CH:5][C:6]([CH2:9][CH2:10][CH:11]([CH:23]=[O:24])[CH2:12][C:13]2[CH:14]=[CH:15][C:16]([C:17]([O:19][CH3:20])=[O:18])=[CH:21][CH:22]=2)=[CH:7][CH:8]=1)#[N:2]. The yield is 0.730.